Dataset: Full USPTO retrosynthesis dataset with 1.9M reactions from patents (1976-2016). Task: Predict the reactants needed to synthesize the given product. (1) Given the product [F:10][C:11]1[CH:16]=[CH:15][CH:14]=[CH:13][C:12]=1[C:17]1[N:21]2[N:22]=[C:23]([NH:26][C:7]([C:4]3[CH:5]=[CH:6][N:2]([CH3:1])[N:3]=3)=[O:8])[CH:24]=[CH:25][C:20]2=[N:19][CH:18]=1, predict the reactants needed to synthesize it. The reactants are: [CH3:1][N:2]1[CH:6]=[CH:5][C:4]([C:7](Cl)=[O:8])=[N:3]1.[F:10][C:11]1[CH:16]=[CH:15][CH:14]=[CH:13][C:12]=1[C:17]1[N:21]2[N:22]=[C:23]([NH2:26])[CH:24]=[CH:25][C:20]2=[N:19][CH:18]=1.CCN(CC)CC. (2) Given the product [CH3:1][CH:2]([CH3:33])[C:3]([NH:5][C:6]1[CH:11]=[CH:10][CH:9]=[C:8]([CH:12]2[CH2:17][CH2:16][N:15]([CH2:18][CH2:19][CH2:20][C:21]3[C:38]4[C:37](=[C:36]([CH3:35])[CH:41]=[CH:40][CH:39]=4)[NH:42][C:22]=3[C:24]3[CH:29]=[CH:28][CH:27]=[C:26]([N+:30]([O-:32])=[O:31])[CH:25]=3)[CH2:14][CH2:13]2)[CH:7]=1)=[O:4], predict the reactants needed to synthesize it. The reactants are: [CH3:1][CH:2]([CH3:33])[C:3]([NH:5][C:6]1[CH:11]=[CH:10][CH:9]=[C:8]([CH:12]2[CH2:17][CH2:16][N:15]([CH2:18][CH2:19][CH2:20][CH2:21][C:22]([C:24]3[CH:29]=[CH:28][CH:27]=[C:26]([N+:30]([O-:32])=[O:31])[CH:25]=3)=O)[CH2:14][CH2:13]2)[CH:7]=1)=[O:4].Cl.[CH3:35][C:36]1[CH:41]=[CH:40][CH:39]=[CH:38][C:37]=1[NH:42]N. (3) The reactants are: C[O:2][C:3](=[O:30])[C@H:4]([CH2:26][CH:27]([CH3:29])[CH3:28])[NH:5][C:6](=[O:25])[CH2:7][C:8]1[CH:13]=[CH:12][C:11]([NH:14][C:15]([NH:17][C:18]2[C:19]([CH3:24])=[CH:20][CH:21]=[CH:22][CH:23]=2)=[O:16])=[CH:10][CH:9]=1.[OH-].[K+]. Given the product [C:19]1([CH3:24])[C:18]([NH:17][C:15]([NH:14][C:11]2[CH:12]=[CH:13][C:8]([CH2:7][C:6]([NH:5][C@H:4]([C:3]([OH:30])=[O:2])[CH2:26][CH:27]([CH3:29])[CH3:28])=[O:25])=[CH:9][CH:10]=2)=[O:16])=[CH:23][CH:22]=[CH:21][CH:20]=1, predict the reactants needed to synthesize it. (4) Given the product [CH2:12]([NH:19][C:9](=[O:11])[CH2:8][C:5]1[CH:4]=[CH:3][C:2]([Br:1])=[CH:7][CH:6]=1)[C:13]1[CH:18]=[CH:17][CH:16]=[CH:15][CH:14]=1, predict the reactants needed to synthesize it. The reactants are: [Br:1][C:2]1[CH:7]=[CH:6][C:5]([CH2:8][C:9]([OH:11])=O)=[CH:4][CH:3]=1.[CH2:12]([NH2:19])[C:13]1[CH:18]=[CH:17][CH:16]=[CH:15][CH:14]=1. (5) Given the product [ClH:39].[CH3:25][NH:24][CH2:23][C:11]1[CH:10]=[C:9]([C:8]2[C:3]([C:1]#[N:2])=[N:4][CH:5]=[CH:6][CH:7]=2)[N:13]([S:14]([C:17]2[CH:18]=[CH:19][CH:20]=[CH:21][CH:22]=2)(=[O:16])=[O:15])[CH:12]=1, predict the reactants needed to synthesize it. The reactants are: [C:1]([C:3]1[C:8]([C:9]2[N:13]([S:14]([C:17]3[CH:22]=[CH:21][CH:20]=[CH:19][CH:18]=3)(=[O:16])=[O:15])[CH:12]=[C:11]([CH2:23][N:24](C)[C:25](=O)OC(C)(C)C)[CH:10]=2)=[CH:7][CH:6]=[CH:5][N:4]=1)#[N:2].C(OCC)(=O)C.[ClH:39]. (6) Given the product [CH3:24][C:2]1[C:10]2[C:5](=[CH:6][CH:7]=[CH:8][C:9]=2[N+:11]([O-:13])=[O:12])[N:4]([CH2:14][CH2:15][C:16]2[CH:21]=[CH:20][CH:19]=[C:18]([CH3:22])[N:17]=2)[N:3]=1, predict the reactants needed to synthesize it. The reactants are: Br[C:2]1[C:10]2[C:5](=[CH:6][CH:7]=[CH:8][C:9]=2[N+:11]([O-:13])=[O:12])[N:4]([CH2:14][CH2:15][C:16]2[CH:21]=[CH:20][CH:19]=[C:18]([CH3:22])[N:17]=2)[N:3]=1.Br[C:24]1C2C(=CC=CC=2[N+]([O-])=O)N(CC2C=CC=C(C(C)C)N=2)N=1. (7) Given the product [CH3:2][O:3][C:4]1[CH:9]=[CH:8][C:7]([CH2:10][CH2:11][CH2:12][C:23]2([OH:27])[CH2:24][CH2:25][CH2:26][N:21]3[CH:20]=[N:19][CH:18]=[C:22]23)=[CH:6][CH:5]=1, predict the reactants needed to synthesize it. The reactants are: [Mg].[CH3:2][O:3][C:4]1[CH:9]=[CH:8][C:7]([CH2:10][CH2:11][CH2:12]Br)=[CH:6][CH:5]=1.BrCCCl.[CH:18]1[N:19]=[CH:20][N:21]2[CH2:26][CH2:25][CH2:24][C:23](=[O:27])[C:22]=12. (8) Given the product [CH3:32][NH:33][C:2]1[N:7]=[CH:6][C:5]([CH2:8][N:9]2[CH:14]=[C:13]([C:15]3[O:19][N:18]=[C:17]([C:20]4[CH:25]=[CH:24][C:23]([O:26][C:27]([F:30])([F:29])[F:28])=[CH:22][CH:21]=4)[N:16]=3)[CH:12]=[CH:11][C:10]2=[O:31])=[CH:4][CH:3]=1, predict the reactants needed to synthesize it. The reactants are: Cl[C:2]1[N:7]=[CH:6][C:5]([CH2:8][N:9]2[CH:14]=[C:13]([C:15]3[O:19][N:18]=[C:17]([C:20]4[CH:25]=[CH:24][C:23]([O:26][C:27]([F:30])([F:29])[F:28])=[CH:22][CH:21]=4)[N:16]=3)[CH:12]=[CH:11][C:10]2=[O:31])=[CH:4][CH:3]=1.[CH3:32][NH2:33]. (9) Given the product [N+:1]([C:4]1[CH:10]=[CH:9][C:7]([NH:8]/[C:12](/[CH2:19][CH2:20][CH3:21])=[CH:13]/[C:14]([O:16][CH2:17][CH3:18])=[O:15])=[CH:6][CH:5]=1)([O-:3])=[O:2], predict the reactants needed to synthesize it. The reactants are: [N+:1]([C:4]1[CH:10]=[CH:9][C:7]([NH2:8])=[CH:6][CH:5]=1)([O-:3])=[O:2].O=[C:12]([CH2:19][CH2:20][CH3:21])[CH2:13][C:14]([O:16][CH2:17][CH3:18])=[O:15].C1(C)C=CC(S(O)(=O)=O)=CC=1.